From a dataset of Full USPTO retrosynthesis dataset with 1.9M reactions from patents (1976-2016). Predict the reactants needed to synthesize the given product. (1) Given the product [CH2:1]([O:8][C:9]1[CH:14]=[CH:13][C:12]([O:15][C:16]2[C:24]([CH3:25])=[CH:23][C:22]([N+:26]([O-:28])=[O:27])=[C:21]3[C:17]=2[CH2:18][CH2:19][CH2:20]3)=[C:11]([O:29][CH2:39][CH2:38][C:32]2[CH:37]=[CH:36][CH:35]=[CH:34][CH:33]=2)[C:10]=1[CH2:30][CH3:31])[C:2]1[CH:7]=[CH:6][CH:5]=[CH:4][CH:3]=1, predict the reactants needed to synthesize it. The reactants are: [CH2:1]([O:8][C:9]1[C:10]([CH2:30][CH3:31])=[C:11]([OH:29])[C:12]([O:15][C:16]2[C:24]([CH3:25])=[CH:23][C:22]([N+:26]([O-:28])=[O:27])=[C:21]3[C:17]=2[CH2:18][CH2:19][CH2:20]3)=[CH:13][CH:14]=1)[C:2]1[CH:7]=[CH:6][CH:5]=[CH:4][CH:3]=1.[C:32]1([CH2:38][CH2:39]O)[CH:37]=[CH:36][CH:35]=[CH:34][CH:33]=1. (2) Given the product [CH2:13]([CH:5]1[CH2:4][C@@H:3]2[CH2:9][C@H:8]([C:2]2([CH3:10])[CH3:1])[C:6]1=[O:7])[CH:12]=[CH2:11], predict the reactants needed to synthesize it. The reactants are: [CH3:1][C:2]1([CH3:10])[C@H:8]2[CH2:9][C@@H:3]1[CH2:4][CH2:5][C:6]2=[O:7].[CH2:11]([Li])[CH2:12][CH2:13]C.C(Br)C=C.